This data is from Forward reaction prediction with 1.9M reactions from USPTO patents (1976-2016). The task is: Predict the product of the given reaction. (1) The product is: [I:12][C:9]1[CH:10]=[C:11]2[C:6](=[CH:7][CH:8]=1)[N:5]=[CH:4][C:3]([C:13]#[N:14])=[C:2]2[S:16][CH3:15]. Given the reactants Cl[C:2]1[C:11]2[C:6](=[CH:7][CH:8]=[C:9]([I:12])[CH:10]=2)[N:5]=[CH:4][C:3]=1[C:13]#[N:14].[CH3:15][SH:16].CCN(C(C)C)C(C)C, predict the reaction product. (2) Given the reactants [CH2:1]([C@@:4]1(C)[CH2:9][C@H:8]([C:10]2[CH:15]=[C:14]([F:16])[CH:13]=[C:12]([Cl:17])[CH:11]=2)[C@@H:7]([C:18]2[CH:23]=[CH:22][C:21]([Cl:24])=[CH:20][CH:19]=2)[N:6]([C@@H:25]([CH2:33][CH3:34])[CH2:26][NH:27][S:28]([CH2:31][CH3:32])(=[O:30])=[O:29])[C:5]1=[O:35])C=C.CC#N.O.I([O-])(=O)(=O)=O.[Na+].CC[O:49][C:50]([CH3:52])=[O:51], predict the reaction product. The product is: [Cl:17][C:12]1[CH:11]=[C:10]([C@@H:8]2[C@@H:7]([C:18]3[CH:19]=[CH:20][C:21]([Cl:24])=[CH:22][CH:23]=3)[N:6]([C@@H:25]([CH2:33][CH3:34])[CH2:26][NH:27][S:28]([CH2:31][CH3:32])(=[O:30])=[O:29])[C:5](=[O:35])[C@:4]([CH2:52][C:50]([OH:49])=[O:51])([CH3:1])[CH2:9]2)[CH:15]=[C:14]([F:16])[CH:13]=1. (3) Given the reactants C(OC([NH:8][C@H:9]([C:27]([N:29]1[C@H:33]([C:34](=[O:46])[NH:35][C@H:36]2[C:45]3[C:40](=[CH:41][CH:42]=[CH:43][CH:44]=3)[CH2:39][CH2:38][CH2:37]2)[CH2:32][Si:31]([CH3:48])([CH3:47])[CH2:30]1)=[O:28])[CH2:10][C:11]1[CH:16]=[CH:15][C:14]([C:17]2[CH:22]=[CH:21][C:20]([C:23]([O:25][CH3:26])=[O:24])=[CH:19][CH:18]=2)=[CH:13][CH:12]=1)=O)(C)(C)C.[ClH:49], predict the reaction product. The product is: [NH2:8][C@H:9]([C:27]([N:29]1[C@H:33]([C:34](=[O:46])[NH:35][C@H:36]2[C:45]3[C:40](=[CH:41][CH:42]=[CH:43][CH:44]=3)[CH2:39][CH2:38][CH2:37]2)[CH2:32][Si:31]([CH3:48])([CH3:47])[CH2:30]1)=[O:28])[CH2:10][C:11]1[CH:16]=[CH:15][C:14]([C:17]2[CH:18]=[CH:19][C:20]([C:23]([O:25][CH3:26])=[O:24])=[CH:21][CH:22]=2)=[CH:13][CH:12]=1.[ClH:49].